From a dataset of Full USPTO retrosynthesis dataset with 1.9M reactions from patents (1976-2016). Predict the reactants needed to synthesize the given product. (1) Given the product [CH2:26]([O:25][C:23]([NH:1][CH2:2][CH2:3][CH2:4][C@@H:5]([OH:9])[C:6]([OH:8])=[O:7])=[O:24])[CH3:27], predict the reactants needed to synthesize it. The reactants are: [NH2:1][CH2:2][CH2:3][CH2:4][C@@H:5]([OH:9])[C:6]([OH:8])=[O:7].Cl.N[C@@H](C(O)=O)CCCN.[OH-].[Na+].Cl[C:23]([O:25][CH2:26][CH3:27])=[O:24]. (2) Given the product [F:28][C@@H:2]1[C@@H:7]([C:8]2[CH:13]=[CH:12][C:11]([OH:14])=[CH:10][CH:9]=2)[CH2:6][CH2:5][N:4]([C:15]([O:17][C:18]([CH3:21])([CH3:20])[CH3:19])=[O:16])[CH2:3]1, predict the reactants needed to synthesize it. The reactants are: O[C@@H:2]1[C@@H:7]([C:8]2[CH:13]=[CH:12][C:11]([OH:14])=[CH:10][CH:9]=2)[CH2:6][CH2:5][N:4]([C:15]([O:17][C:18]([CH3:21])([CH3:20])[CH3:19])=[O:16])[CH2:3]1.CCN(S(F)(F)[F:28])CC.C(OCC)(=O)C. (3) Given the product [Br:1][C:2]1[CH:3]=[C:4]([CH2:8][CH2:9][CH2:10][CH2:11][C:12]([OH:14])=[O:13])[CH:5]=[CH:6][CH:7]=1, predict the reactants needed to synthesize it. The reactants are: [Br:1][C:2]1[CH:3]=[C:4](/[CH:8]=[CH:9]/[CH2:10][CH2:11][C:12]([OH:14])=[O:13])[CH:5]=[CH:6][CH:7]=1. (4) Given the product [CH3:21][N:22]1[CH2:26][CH2:25][C:24]([C:27]([N:10]2[CH2:11][CH2:12][C:13]3[C:18](=[CH:17][CH:16]=[CH:15][CH:14]=3)[C@H:9]2[C:6]2[CH:5]=[CH:4][C:3]([C:2]([F:1])([F:19])[F:20])=[CH:8][CH:7]=2)=[O:28])=[N:23]1, predict the reactants needed to synthesize it. The reactants are: [F:1][C:2]([F:20])([F:19])[C:3]1[CH:8]=[CH:7][C:6]([C@@H:9]2[C:18]3[C:13](=[CH:14][CH:15]=[CH:16][CH:17]=3)[CH2:12][CH2:11][NH:10]2)=[CH:5][CH:4]=1.[CH3:21][N:22]1[CH:26]=[CH:25][C:24]([C:27](O)=[O:28])=[N:23]1.O.ON1C2C=CC=CC=2N=N1.C(N=C=NC(C)C)(C)C. (5) Given the product [F:26][C:22]1[CH:21]=[C:20]([C@@H:14]([NH:13][C:11](=[O:12])[O:10][C:6]([CH3:7])([CH3:8])[CH3:9])[CH2:15][C:16]([N:29]([O:30][CH3:31])[CH3:28])=[O:18])[CH:25]=[CH:24][CH:23]=1, predict the reactants needed to synthesize it. The reactants are: C([Mg]Cl)(C)C.[C:6]([O:10][C:11]([NH:13][C@H:14]([C:20]1[CH:25]=[CH:24][CH:23]=[C:22]([F:26])[CH:21]=1)[CH2:15][C:16]([O:18]C)=O)=[O:12])([CH3:9])([CH3:8])[CH3:7].Cl.[CH3:28][NH:29][O:30][CH3:31].[Cl-].[NH4+].Cl. (6) Given the product [F:21][C:22]1[CH:23]=[C:24]([NH:25][C:4]([C:6]2[NH:7][C:8]3[C:13]([CH:14]=2)=[CH:12][C:11]([C:15]2[CH:16]=[N:17][CH:18]=[CH:19][CH:20]=2)=[CH:10][CH:9]=3)=[O:5])[CH:26]=[CH:27][CH:28]=1, predict the reactants needed to synthesize it. The reactants are: C(O[C:4]([C:6]1[NH:7][C:8]2[C:13]([CH:14]=1)=[CH:12][C:11]([C:15]1[CH:16]=[N:17][CH:18]=[CH:19][CH:20]=1)=[CH:10][CH:9]=2)=[O:5])C.[F:21][C:22]1[CH:23]=[C:24]([CH:26]=[CH:27][CH:28]=1)[NH2:25]. (7) Given the product [Cl-:34].[Na+:33].[CH2:24]([O:23][C:21]1[C:20]([O:26][CH2:27][CH2:28][OH:29])=[CH:19][C:18]([F:30])=[C:17]([CH:5]([NH:6][C:7]2[CH:8]=[CH:9][C:10]([C:13](=[NH:16])[NH:14][OH:15])=[CH:11][CH:12]=2)[C:4]([OH:31])=[O:3])[CH:22]=1)[CH3:25], predict the reactants needed to synthesize it. The reactants are: C([O:3][C:4](=[O:31])[CH:5]([C:17]1[CH:22]=[C:21]([O:23][CH2:24][CH3:25])[C:20]([O:26][CH2:27][CH2:28][OH:29])=[CH:19][C:18]=1[F:30])[NH:6][C:7]1[CH:12]=[CH:11][C:10]([C:13](=[NH:16])[NH:14][OH:15])=[CH:9][CH:8]=1)C.[OH-].[Na+:33].[ClH:34]. (8) Given the product [CH2:3]([CH2:2][NH2:1])[CH2:4][C:5]([P:8]([OH:11])([OH:10])=[O:9])([P:8]([OH:11])([OH:10])=[O:9])[OH:7], predict the reactants needed to synthesize it. The reactants are: [NH2:1][CH2:2][CH2:3][CH2:4][C:5]([OH:7])=O.[P:8]([OH:11])([OH:10])[OH:9].P(Cl)(Cl)Cl. (9) Given the product [Cl:34][C:35]1[CH:36]=[CH:37][C:38]2[N:44]3[CH2:45][C@@H:41]([CH2:42][CH2:43]3)[N:40]([C:32]([NH:29][C:2]3[CH:3]=[N:4][CH:5]=[CH:6][N:1]=3)=[O:17])[C:39]=2[N:46]=1, predict the reactants needed to synthesize it. The reactants are: [N:1]1[CH:6]=[CH:5][N:4]=[CH:3][C:2]=1C(O)=O.C1C=CC(P(N=[N+]=[N-])(C2C=CC=CC=2)=[O:17])=CC=1.C([N:29]([CH2:32]C)CC)C.[Cl:34][C:35]1[CH:36]=[CH:37][C:38]2[N:44]3[CH2:45][C@@H:41]([CH2:42][CH2:43]3)[NH:40][C:39]=2[N:46]=1.